This data is from Full USPTO retrosynthesis dataset with 1.9M reactions from patents (1976-2016). The task is: Predict the reactants needed to synthesize the given product. Given the product [Cl:1][C:2]1[CH:3]=[CH:4][C:5]([C:8]2[S:12][C:11]3[C:13](=[O:15])[N:19]([C:21]4[CH:37]=[CH:36][C:26]([O:27][CH2:28][C:29]5([OH:35])[CH2:30][C:31]([F:34])([F:33])[CH2:32]5)=[C:25]([O:38][CH3:39])[CH:24]=4)[CH:18]=[N:17][C:10]=3[CH:9]=2)=[CH:6][CH:7]=1, predict the reactants needed to synthesize it. The reactants are: [Cl:1][C:2]1[CH:7]=[CH:6][C:5]([C:8]2[S:12][C:11]([C:13]([O:15]C)=O)=[C:10](/[N:17]=[CH:18]/[N:19]([CH3:21])C)[CH:9]=2)=[CH:4][CH:3]=1.NC1[CH:37]=[CH:36][C:26]([O:27][CH2:28][C:29]2([OH:35])[CH2:32][C:31]([F:34])([F:33])[CH2:30]2)=[C:25]([O:38][CH3:39])[CH:24]=1.C1(O)C=CC=CC=1.